From a dataset of Full USPTO retrosynthesis dataset with 1.9M reactions from patents (1976-2016). Predict the reactants needed to synthesize the given product. (1) The reactants are: [CH3:1][O:2][C:3](=[O:40])[C@@H:4]([NH:32][C:33]([O:35][C:36]([CH3:39])([CH3:38])[CH3:37])=[O:34])[CH2:5][C:6]1[CH:31]=[CH:30][C:9]2[O:10][C@@H:11]([C:14]3[CH:19]=[CH:18][C:17]([O:20]CC4C=CC(Cl)=C(Cl)C=4)=[CH:16][CH:15]=3)[CH2:12][O:13][C:8]=2[CH:7]=1. Given the product [CH3:1][O:2][C:3](=[O:40])[C@@H:4]([NH:32][C:33]([O:35][C:36]([CH3:38])([CH3:37])[CH3:39])=[O:34])[CH2:5][C:6]1[CH:31]=[CH:30][C:9]2[O:10][C@@H:11]([C:14]3[CH:19]=[CH:18][C:17]([OH:20])=[CH:16][CH:15]=3)[CH2:12][O:13][C:8]=2[CH:7]=1, predict the reactants needed to synthesize it. (2) Given the product [CH3:21][CH:22]1[CH2:27][CH2:26][N:25]([C:12]2[N:11]=[C:10]([NH2:9])[C:19]3[C:14](=[CH:15][CH:16]=[CH:17][CH:18]=3)[N:13]=2)[CH2:24][CH2:23]1, predict the reactants needed to synthesize it. The reactants are: C1(C2NN=C([NH:9][C:10]3[C:19]4[C:14](=[CH:15][CH:16]=[CH:17][CH:18]=4)[N:13]=[C:12](Cl)[N:11]=3)C=2)CC1.[CH3:21][CH:22]1[CH2:27][CH2:26][NH:25][CH2:24][CH2:23]1.C(=O)([O-])[O-].[K+].[K+]. (3) Given the product [Br:1][C:2]1[CH:10]=[C:6]2[C:5](=[CH:4][CH:3]=1)[NH:11][C:20](=[S:21])[N:19]([C:14]1[CH:15]=[CH:16][CH:17]=[CH:18][C:13]=1[Br:12])[C:7]2=[O:9], predict the reactants needed to synthesize it. The reactants are: [Br:1][C:2]1[CH:3]=[CH:4][C:5]([NH2:11])=[C:6]([CH:10]=1)[C:7]([OH:9])=O.[Br:12][C:13]1[CH:18]=[CH:17][CH:16]=[CH:15][C:14]=1[N:19]=[C:20]=[S:21]. (4) The reactants are: [Br:1][C:2]1[CH:7]=[CH:6][C:5]([C@H:8]([NH2:10])[CH3:9])=[CH:4][CH:3]=1.[C:11](OC(=O)C)(=[O:13])[CH3:12].N1C=CC=CC=1. Given the product [Br:1][C:2]1[CH:7]=[CH:6][C:5]([C@H:8]([NH:10][C:11](=[O:13])[CH3:12])[CH3:9])=[CH:4][CH:3]=1, predict the reactants needed to synthesize it. (5) Given the product [C:6]1([CH2:7][C@H:8]2[CH2:13][CH2:12][C@H:11]([CH2:14][NH:15][C:16](=[O:22])[O:17][C:18]([CH3:21])([CH3:20])[CH3:19])[CH2:10][CH2:9]2)[N:26]2[C:27]3[CH:33]=[CH:32][NH:31][C:28]=3[N:29]=[CH:30][C:25]2=[N:24][N:23]=1, predict the reactants needed to synthesize it. The reactants are: S(Cl)(Cl)=O.O=[C:6]([NH:23][NH:24][C:25]1[N:26]=[C:27]2[CH:33]=[CH:32][N:31](S(C3C=CC(C)=CC=3)(=O)=O)[C:28]2=[N:29][CH:30]=1)[CH2:7][C@H:8]1[CH2:13][CH2:12][C@H:11]([CH2:14][NH:15][C:16](=[O:22])[O:17][C:18]([CH3:21])([CH3:20])[CH3:19])[CH2:10][CH2:9]1.C([O-])([O-])=O.[Na+].[Na+].[OH-].[Na+].